From a dataset of Reaction yield outcomes from USPTO patents with 853,638 reactions. Predict the reaction yield, written as a fraction of the theoretical maximum amount of product (1.0 means a 100% yield; for example, 0.34 means a 34% yield). (1) The catalyst is [Cl-].[NH4+]. The product is [CH2:23]([O:22][CH:15]([O:19][CH2:20][CH3:21])[C:7]1[CH:8]=[CH:9][C:2]([F:1])=[C:3]([CH:6]=1)[C:4]#[N:5])[CH3:24]. The reactants are [F:1][C:2]1[CH:9]=[CH:8][C:7](C=O)=[CH:6][C:3]=1[C:4]#[N:5].C(O)C.[CH:15]([O:22][CH2:23][CH3:24])([O:19][CH2:20][CH3:21])OCC. The yield is 0.980. (2) The reactants are [S:1](=[O:46])(=[O:45])([O:3][CH2:4][C@H:5]1[CH2:9][C@@H:8]([NH:10][C:11]2[C:16]([C:17]([C:19]3[S:20][C:21]([Cl:33])=[C:22]([C:24](=[O:32])[C:25]4[CH:30]=[CH:29][CH:28]=[C:27]([Cl:31])[CH:26]=4)[CH:23]=3)=[O:18])=[CH:15][N:14]=[CH:13][N:12]=2)[CH2:7][C@@H:6]1[O:34][Si](C(C)C)(C(C)C)C(C)C)[NH2:2].P(=O)(O)(O)O. The catalyst is CC#N. The product is [S:1](=[O:46])(=[O:45])([O:3][CH2:4][C@H:5]1[CH2:9][C@@H:8]([NH:10][C:11]2[C:16]([C:17]([C:19]3[S:20][C:21]([Cl:33])=[C:22]([C:24](=[O:32])[C:25]4[CH:30]=[CH:29][CH:28]=[C:27]([Cl:31])[CH:26]=4)[CH:23]=3)=[O:18])=[CH:15][N:14]=[CH:13][N:12]=2)[CH2:7][C@@H:6]1[OH:34])[NH2:2]. The yield is 0.380.